Predict the product of the given reaction. From a dataset of Forward reaction prediction with 1.9M reactions from USPTO patents (1976-2016). (1) Given the reactants CCN(C(C)C)C(C)C.Cl.[NH2:11][CH2:12][C:13]([N:15]1[CH2:20][CH2:19][N:18]([C:21](=[O:32])[C:22]2[CH:27]=[CH:26][CH:25]=[CH:24][C:23]=2[C:28]([F:31])([F:30])[F:29])[CH2:17][CH2:16]1)=[O:14].C1C=CC2N(O)N=NC=2C=1.CCN=C=NCCCN(C)C.[NH:54]1[C:62]2[C:57](=[CH:58][CH:59]=[CH:60][CH:61]=2)[C:56]([C:63](O)=[O:64])=[CH:55]1, predict the reaction product. The product is: [O:14]=[C:13]([N:15]1[CH2:16][CH2:17][N:18]([C:21](=[O:32])[C:22]2[CH:27]=[CH:26][CH:25]=[CH:24][C:23]=2[C:28]([F:31])([F:29])[F:30])[CH2:19][CH2:20]1)[CH2:12][NH:11][C:63]([C:56]1[C:57]2[C:62](=[CH:61][CH:60]=[CH:59][CH:58]=2)[NH:54][CH:55]=1)=[O:64]. (2) The product is: [Cl:1][C:2]1[CH:3]=[C:4]([CH:9]([C:24]([F:26])([F:25])[F:27])/[CH:10]=[CH:11]/[C:12]2[CH:13]=[CH:14][C:15]([N:19]3[CH:23]=[N:22][CH:21]=[N:20]3)=[C:16]([CH:18]=2)[NH:17][CH3:28])[CH:5]=[C:6]([Cl:8])[CH:7]=1. Given the reactants [Cl:1][C:2]1[CH:3]=[C:4]([CH:9]([C:24]([F:27])([F:26])[F:25])/[CH:10]=[CH:11]/[C:12]2[CH:13]=[CH:14][C:15]([N:19]3[CH:23]=[N:22][CH:21]=[N:20]3)=[C:16]([CH:18]=2)[NH2:17])[CH:5]=[C:6]([Cl:8])[CH:7]=1.[CH2:28](N(CC)CC)C.CI, predict the reaction product. (3) Given the reactants [F:1][C:2]1[C:7]([NH:8][CH2:9][C:10]2[CH:15]=[C:14]([O:16][CH3:17])[CH:13]=[C:12]([C:18]3[CH:23]=[CH:22][CH:21]=[C:20]([F:24])[CH:19]=3)[CH:11]=2)=[C:6]([F:25])[CH:5]=[CH:4][C:3]=1[OH:26].C([O-])([O-])=O.[Cs+].[Cs+].Br[CH2:34][C:35]([O:37][CH:38]([CH3:40])[CH3:39])=[O:36].O, predict the reaction product. The product is: [F:1][C:2]1[C:7]([NH:8][CH2:9][C:10]2[CH:15]=[C:14]([O:16][CH3:17])[CH:13]=[C:12]([C:18]3[CH:23]=[CH:22][CH:21]=[C:20]([F:24])[CH:19]=3)[CH:11]=2)=[C:6]([F:25])[CH:5]=[CH:4][C:3]=1[O:26][CH2:34][C:35]([O:37][CH:38]([CH3:40])[CH3:39])=[O:36]. (4) Given the reactants Cl[C:2]1[N:7]=[C:6]([CH:8]([CH:11]2[N:15]([CH2:16][CH3:17])[C:14]3[CH:18]=[CH:19][CH:20]=[CH:21][C:13]=3[NH:12]2)[C:9]#[N:10])[CH:5]=[CH:4][N:3]=1.[CH:22]1([NH2:29])[CH2:28][CH2:27][CH2:26][CH2:25][CH2:24][CH2:23]1, predict the reaction product. The product is: [CH:22]1([NH:29][C:2]2[N:7]=[C:6](/[C:8](=[C:11]3\[NH:12][C:13]4[CH:21]=[CH:20][CH:19]=[CH:18][C:14]=4[N:15]\3[CH2:16][CH3:17])/[C:9]#[N:10])[CH:5]=[CH:4][N:3]=2)[CH2:28][CH2:27][CH2:26][CH2:25][CH2:24][CH2:23]1. (5) Given the reactants [CH2:1]([NH:5][CH2:6][CH:7]([C:9]1[CH:14]=[CH:13][CH:12]=[CH:11][CH:10]=1)[OH:8])[CH:2]([CH3:4])[CH3:3].[H-].[Na+].[O:17]1[C:21]2[CH:22]=[CH:23][CH:24]=[CH:25][C:20]=2[CH:19]=[C:18]1[C:26]1[N:30]2[N:31]=[C:32](Cl)[CH:33]=[CH:34][C:29]2=[N:28][CH:27]=1, predict the reaction product. The product is: [O:17]1[C:21]2[CH:22]=[CH:23][CH:24]=[CH:25][C:20]=2[CH:19]=[C:18]1[C:26]1[N:30]2[N:31]=[C:32]([O:8][CH:7]([C:9]3[CH:10]=[CH:11][CH:12]=[CH:13][CH:14]=3)[CH2:6][NH:5][CH2:1][CH:2]([CH3:4])[CH3:3])[CH:33]=[CH:34][C:29]2=[N:28][CH:27]=1. (6) Given the reactants [CH2:1]([C:4]1([OH:17])[CH2:9][CH2:8][N:7]([C:10]([O:12][C:13]([CH3:16])([CH3:15])[CH3:14])=[O:11])[CH2:6][CH2:5]1)[CH:2]=[CH2:3].[Na+].[I-].C[Si](C)(C)[C:22]([F:25])(F)[F:23].C1COCC1, predict the reaction product. The product is: [F:23][C:22]1([F:25])[CH2:3][CH:2]1[CH2:1][C:4]1([OH:17])[CH2:9][CH2:8][N:7]([C:10]([O:12][C:13]([CH3:16])([CH3:15])[CH3:14])=[O:11])[CH2:6][CH2:5]1. (7) Given the reactants BrC1C=CC(C2C(C3C=CC4OCC(=O)NC=4C=3)=CC3C(=CC=CC=3)S2)=CC=1.Br[CH:30]([C:44]1[CH:49]=[CH:48][C:47]([F:50])=[CH:46][CH:45]=1)[C:31]([C:33]1[CH:34]=[CH:35][C:36]2[O:41][CH2:40][C:39](=[O:42])[NH:38][C:37]=2[CH:43]=1)=O.[Br-].[F:52][C:53]1[CH:54]=[CH:55][C:56]([SH:79])=[C:57]([CH:78]=1)[CH2:58][P+](C1C=CC=CC=1)(C1C=CC=CC=1)C1C=CC=CC=1, predict the reaction product. The product is: [F:52][C:53]1[CH:78]=[C:57]2[C:56](=[CH:55][CH:54]=1)[S:79][CH:30]([C:44]1[CH:49]=[CH:48][C:47]([F:50])=[CH:46][CH:45]=1)[C:31]([C:33]1[CH:34]=[CH:35][C:36]3[O:41][CH2:40][C:39](=[O:42])[NH:38][C:37]=3[CH:43]=1)=[CH:58]2. (8) Given the reactants [CH:1]([O:4][C:5]1[CH:6]=[CH:7][C:8]([N+:13]([O-])=O)=[C:9]([CH:12]=1)[C:10]#[N:11])([CH3:3])[CH3:2], predict the reaction product. The product is: [NH2:13][C:8]1[CH:7]=[CH:6][C:5]([O:4][CH:1]([CH3:3])[CH3:2])=[CH:12][C:9]=1[C:10]#[N:11]. (9) Given the reactants [F:1][C:2]1[CH:28]=[C:27]([F:29])[CH:26]=[C:25]([F:30])[C:3]=1[CH2:4][N:5]1[C:13]([C:14]2[CH:15]=[C:16]([NH2:20])[CH:17]=[CH:18][CH:19]=2)=[C:12]2[C:7]([C:8]([C:21]([F:24])([F:23])[F:22])=[CH:9][CH:10]=[CH:11]2)=[N:6]1.[NH:31]1[C:39]2[C:34](=[CH:35][C:36]([CH:40]=O)=[CH:37][CH:38]=2)[CH:33]=[CH:32]1.C([O-])=O.[Na+].C([BH3-])#N.[Na+], predict the reaction product. The product is: [NH:31]1[C:39]2[C:34](=[CH:35][C:36]([CH2:40][NH:20][C:16]3[CH:17]=[CH:18][CH:19]=[C:14]([C:13]4[N:5]([CH2:4][C:3]5[C:2]([F:1])=[CH:28][C:27]([F:29])=[CH:26][C:25]=5[F:30])[N:6]=[C:7]5[C:12]=4[CH:11]=[CH:10][CH:9]=[C:8]5[C:21]([F:22])([F:23])[F:24])[CH:15]=3)=[CH:37][CH:38]=2)[CH:33]=[CH:32]1.